From a dataset of Reaction yield outcomes from USPTO patents with 853,638 reactions. Predict the reaction yield, written as a fraction of the theoretical maximum amount of product (1.0 means a 100% yield; for example, 0.34 means a 34% yield). (1) The reactants are [N:1]1[CH:6]=[CH:5][CH:4]=[CH:3][C:2]=1[C:7]([C:9]1([C:14]2[CH:15]=[C:16]([CH3:20])[CH:17]=[CH:18][CH:19]=2)[CH2:13][CH2:12][CH2:11][O:10]1)=[O:8].[BH4-].[Na+]. The catalyst is CO. The product is [CH3:20][C:16]1[CH:15]=[C:14]([C:9]2([CH:7]([C:2]3[CH:3]=[CH:4][CH:5]=[CH:6][N:1]=3)[OH:8])[CH2:13][CH2:12][CH2:11][O:10]2)[CH:19]=[CH:18][CH:17]=1. The yield is 0.380. (2) The reactants are CS(C)=O.C(Cl)(=O)C(Cl)=O.[OH:11][CH2:12][C@@H:13]1[CH2:17][C:16](=[CH2:18])[CH2:15][N:14]1[C:19]([C:21]1[CH:26]=[C:25]([O:27][CH3:28])[C:24]([O:29][CH2:30][CH2:31][CH2:32][CH2:33][CH2:34][O:35][C:36]2[CH:41]=[C:40]([NH:42][C:43]([O:45][CH2:46][C@H:47]([S:49][S:50][C:51]3[C:56]([N+:57]([O-:59])=[O:58])=[CH:55][CH:54]=[CH:53][N:52]=3)[CH3:48])=[O:44])[C:39]([C:60]([N:62]3[CH2:66][C:65](=[CH2:67])[CH2:64][C@H:63]3[CH2:68][OH:69])=[O:61])=[CH:38][C:37]=2[O:70][CH3:71])=[CH:23][C:22]=1[NH:72][C:73](=[O:79])[O:74][C:75]([CH3:78])([CH3:77])[CH3:76])=[O:20].C(N(CC)CC)C. The catalyst is C(Cl)Cl. The product is [OH:11][C@H:12]1[C@@H:13]2[CH2:17][C:16](=[CH2:18])[CH2:15][N:14]2[C:19](=[O:20])[C:21]2[CH:26]=[C:25]([O:27][CH3:28])[C:24]([O:29][CH2:30][CH2:31][CH2:32][CH2:33][CH2:34][O:35][C:36]3[C:37]([O:70][CH3:71])=[CH:38][C:39]4[C:60](=[O:61])[N:62]5[CH2:66][C:65](=[CH2:67])[CH2:64][C@H:63]5[C@H:68]([OH:69])[N:42]([C:43]([O:45][CH2:46][C@H:47]([S:49][S:50][C:51]5[C:56]([N+:57]([O-:59])=[O:58])=[CH:55][CH:54]=[CH:53][N:52]=5)[CH3:48])=[O:44])[C:40]=4[CH:41]=3)=[CH:23][C:22]=2[N:72]1[C:73]([O:74][C:75]([CH3:78])([CH3:77])[CH3:76])=[O:79]. The yield is 0.370. (3) The reactants are N12CCCN=C1CCCCC2.Cl.[NH2:13][CH2:14][C:15]1[CH:23]=[CH:22][CH:21]=[C:20]2[C:16]=1[C:17](=[O:33])[N:18]([CH:25]1[CH2:30][CH2:29][C:28](=[O:31])[NH:27][C:26]1=[O:32])[C:19]2=[O:24].[CH2:34]([N:38]=[C:39]=[O:40])[CH2:35][CH2:36][CH3:37]. The catalyst is CC#N. The product is [O:32]=[C:26]1[CH:25]([N:18]2[C:17](=[O:33])[C:16]3[C:20](=[CH:21][CH:22]=[CH:23][C:15]=3[CH2:14][NH:13][C:39]([NH:38][CH2:34][CH2:35][CH2:36][CH3:37])=[O:40])[C:19]2=[O:24])[CH2:30][CH2:29][C:28](=[O:31])[NH:27]1. The yield is 0.610. (4) The reactants are Br[C:2]1[CH:8]=[CH:7][CH:6]=[CH:5][C:3]=1[NH2:4].O.C(Cl)Cl.[C:13]([O:17][C:18]([CH3:21])([CH3:20])[CH3:19])(=[O:16])[CH:14]=[CH2:15]. The catalyst is CN(C=O)C.[Cl-].[Na+].O.C1C=CC(P(C2C=CC=CC=2)[C-]2C=CC=C2)=CC=1.C1C=CC(P(C2C=CC=CC=2)[C-]2C=CC=C2)=CC=1.Cl[Pd]Cl.[Fe+2]. The product is [NH2:4][C:3]1[CH:5]=[CH:6][CH:7]=[CH:8][C:2]=1/[CH:15]=[CH:14]/[C:13]([O:17][C:18]([CH3:21])([CH3:20])[CH3:19])=[O:16]. The yield is 0.780. (5) The reactants are [CH2:1]1[C:9]2[C:4](=[CH:5][CH:6]=[CH:7][CH:8]=2)[CH2:3][CH:2]1[NH:10][C:11]([C:13]1[CH:18]=[CH:17][CH:16]=[C:15]([C:19]2[C:27]3[C:22](=[CH:23][CH:24]=[C:25]([C:28]4[N:32]=[CH:31][N:30](C(C5C=CC=CC=5)(C5C=CC=CC=5)C5C=CC=CC=5)[N:29]=4)[CH:26]=3)[N:21](C3CCCCO3)[N:20]=2)[CH:14]=1)=[O:12].Cl.C(=O)(O)[O-].[Na+]. The catalyst is O1CCOCC1. The product is [NH:29]1[C:28]([C:25]2[CH:26]=[C:27]3[C:22](=[CH:23][CH:24]=2)[NH:21][N:20]=[C:19]3[C:15]2[CH:14]=[C:13]([C:11]([NH:10][CH:2]3[CH2:1][C:9]4[C:4](=[CH:5][CH:6]=[CH:7][CH:8]=4)[CH2:3]3)=[O:12])[CH:18]=[CH:17][CH:16]=2)=[N:32][CH:31]=[N:30]1. The yield is 0.220. (6) The reactants are [C:1]([C:3]1[CH:22]=[CH:21][C:6]([C:7]([N:9]2[CH2:14][CH2:13][N:12]([CH2:15][C:16](OCC)=[O:17])[CH2:11][CH2:10]2)=[O:8])=[CH:5][CH:4]=1)#[N:2].[NH2:23][NH2:24]. The catalyst is CCO. The product is [C:1]([C:3]1[CH:22]=[CH:21][C:6]([C:7]([N:9]2[CH2:14][CH2:13][N:12]([CH2:15][C:16]([NH:23][NH2:24])=[O:17])[CH2:11][CH2:10]2)=[O:8])=[CH:5][CH:4]=1)#[N:2]. The yield is 0.558. (7) The product is [CH:1]1([C:6]2([CH2:14][O:15][C:16]3[CH:21]=[CH:20][C:19]([C:22]([CH3:25])([CH3:26])[C:23]#[N:24])=[C:18]([F:27])[CH:17]=3)[CH2:11][C:10]([OH:12])=[C:9]([CH2:38][C:36]3[N:37]=[C:32]4[N:31]=[CH:30][C:29]([CH3:28])=[CH:34][N:33]4[N:35]=3)[C:8](=[O:13])[O:7]2)[CH2:2][CH2:3][CH2:4][CH2:5]1. The catalyst is CO. The yield is 0.320. The reactants are [CH:1]1([C:6]2([CH2:14][O:15][C:16]3[CH:21]=[CH:20][C:19]([C:22]([CH3:26])([CH3:25])[C:23]#[N:24])=[C:18]([F:27])[CH:17]=3)[CH2:11][C:10](=[O:12])[CH2:9][C:8](=[O:13])[O:7]2)[CH2:5][CH2:4][CH2:3][CH2:2]1.[CH3:28][C:29]1[CH:30]=[N:31][C:32]2[N:33]([N:35]=[C:36]([CH:38]=O)[N:37]=2)[CH:34]=1. (8) The reactants are [N+:1]([O-:4])(O)=[O:2].[Cl:5][C:6]1[CH:11]=[CH:10][CH:9]=[C:8]([C:12]2[C:17]([Cl:18])=[CH:16][C:15]([C:19]([F:22])([F:21])[F:20])=[CH:14][C:13]=2[Cl:23])[CH:7]=1. No catalyst specified. The product is [Cl:5][C:6]1[CH:7]=[C:8]([C:12]2[C:13]([Cl:23])=[CH:14][C:15]([C:19]([F:22])([F:20])[F:21])=[CH:16][C:17]=2[Cl:18])[CH:9]=[CH:10][C:11]=1[N+:1]([O-:4])=[O:2]. The yield is 0.526. (9) The yield is 0.870. The catalyst is ClCCl. The reactants are C(N(CC)C(C)C)(C)C.CS(C)=O.[OH:14][C@@H:15]([C@@H:26]([NH:31][C:32]([C:34]1([NH:40][C:41]([N:43]2[CH2:48][CH2:47][O:46][CH2:45][CH2:44]2)=[O:42])[CH2:39][CH2:38][CH2:37][CH2:36][CH2:35]1)=[O:33])[CH2:27][CH2:28][CH2:29][CH3:30])[C:16]([NH:18][C@H:19]1[CH2:24][CH2:23][CH2:22][CH2:21][C@@H:20]1[OH:25])=[O:17]. The product is [O:17]=[C:16]([NH:18][C@H:19]1[CH2:24][CH2:23][CH2:22][CH2:21][C:20]1=[O:25])[C:15](=[O:14])[C@@H:26]([NH:31][C:32]([C:34]1([NH:40][C:41]([N:43]2[CH2:48][CH2:47][O:46][CH2:45][CH2:44]2)=[O:42])[CH2:35][CH2:36][CH2:37][CH2:38][CH2:39]1)=[O:33])[CH2:27][CH2:28][CH2:29][CH3:30]. (10) The reactants are Cl.[CH3:2][C:3]1[C:11]([C:12](=[S:14])[NH2:13])=[C:6]2[CH:7]=[CH:8][CH:9]=[CH:10][N:5]2[N:4]=1.Cl[CH:16]([C:21](=O)[C:22]([CH3:25])([CH3:24])[CH3:23])[C:17]([O:19][CH3:20])=[O:18]. The catalyst is CC(O)C. The product is [C:22]([C:21]1[N:13]=[C:12]([C:11]2[C:3]([CH3:2])=[N:4][N:5]3[CH:10]=[CH:9][CH:8]=[CH:7][C:6]=23)[S:14][C:16]=1[C:17]([O:19][CH3:20])=[O:18])([CH3:25])([CH3:24])[CH3:23]. The yield is 0.760.